Dataset: Full USPTO retrosynthesis dataset with 1.9M reactions from patents (1976-2016). Task: Predict the reactants needed to synthesize the given product. (1) Given the product [NH2:1][C@:2]1([C:14]([O:16][CH3:17])=[O:15])[CH2:6][CH2:5][C@@H:4]([C:7]2[CH:12]=[CH:11][C:10]([C:36]#[C:35][CH2:34][O:37][CH2:38][C:39]3[CH:44]=[CH:43][CH:42]=[CH:41][CH:40]=3)=[CH:9][CH:8]=2)[CH2:3]1, predict the reactants needed to synthesize it. The reactants are: [NH2:1][C@:2]1([C:14]([O:16][CH3:17])=[O:15])[CH2:6][CH2:5][C@@H:4]([C:7]2[CH:12]=[CH:11][C:10](Br)=[CH:9][CH:8]=2)[CH2:3]1.C(O)(=O)[C@@H]([C@H](C(O)=O)O)O.N1CCCCC1.[CH2:34]([O:37][CH2:38][C:39]1[CH:44]=[CH:43][CH:42]=[CH:41][CH:40]=1)[C:35]#[CH:36].C1C=CC=CC=1. (2) Given the product [C:7]([N:10]1[CH2:15][CH2:14][CH:13]([NH2:16])[CH:12]([NH:27][C:28](=[O:34])[O:29][C:30]([CH3:33])([CH3:32])[CH3:31])[CH2:11]1)(=[O:9])[CH3:8], predict the reactants needed to synthesize it. The reactants are: O.NN.C(O)C.[C:7]([N:10]1[CH2:15][CH2:14][CH:13]([N:16]2C(=O)C3C(=CC=CC=3)C2=O)[CH:12]([NH:27][C:28](=[O:34])[O:29][C:30]([CH3:33])([CH3:32])[CH3:31])[CH2:11]1)(=[O:9])[CH3:8]. (3) Given the product [CH3:26][S:27]([O:15][CH2:14][C:13]([N:11]1[CH:12]=[C:8]([NH:7][C:6]([O:5][C:1]([CH3:4])([CH3:2])[CH3:3])=[O:18])[CH:9]=[N:10]1)([CH3:17])[CH3:16])(=[O:29])=[O:28], predict the reactants needed to synthesize it. The reactants are: [C:1]([O:5][C:6](=[O:18])[NH:7][C:8]1[CH:9]=[N:10][N:11]([C:13]([CH3:17])([CH3:16])[CH2:14][OH:15])[CH:12]=1)([CH3:4])([CH3:3])[CH3:2].C(N(CC)CC)C.[CH3:26][S:27](Cl)(=[O:29])=[O:28].